From a dataset of Full USPTO retrosynthesis dataset with 1.9M reactions from patents (1976-2016). Predict the reactants needed to synthesize the given product. (1) Given the product [Cl:1][C:2]1[CH:3]=[C:4]2[C:8](=[CH:9][CH:10]=1)[N:7]([CH2:11][C:12]([OH:14])=[O:13])[C:6]([CH3:16])=[C:5]2[C:17]1[CH:22]=[CH:21][C:20](=[O:23])[N:19]([CH2:24][C:25]2[CH:26]=[CH:27][C:28]([CH3:31])=[CH:29][CH:30]=2)[N:18]=1, predict the reactants needed to synthesize it. The reactants are: [Cl:1][C:2]1[CH:3]=[C:4]2[C:8](=[CH:9][CH:10]=1)[N:7]([CH2:11][C:12]([O:14]C)=[O:13])[C:6]([CH3:16])=[C:5]2[C:17]1[CH:22]=[CH:21][C:20](=[O:23])[N:19]([CH2:24][C:25]2[CH:30]=[CH:29][C:28]([CH3:31])=[CH:27][CH:26]=2)[N:18]=1.C1COCC1.[OH-].[Li+].Cl. (2) Given the product [O:1]1[C:5]2[CH:6]=[CH:7][C:8]([C:10]3[S:11][CH:12]=[C:13]([C:15]([NH:25][C:22]4[S:23][CH:24]=[C:20]([CH3:19])[N:21]=4)=[O:17])[N:14]=3)=[CH:9][C:4]=2[CH2:3][CH2:2]1, predict the reactants needed to synthesize it. The reactants are: [O:1]1[C:5]2[CH:6]=[CH:7][C:8]([C:10]3[S:11][CH:12]=[C:13]([C:15]([OH:17])=O)[N:14]=3)=[CH:9][C:4]=2[CH2:3][CH2:2]1.Cl.[CH3:19][C:20]1[N:21]=[C:22]([NH2:25])[S:23][CH:24]=1.CN(C(ON1N=NC2C=CC=CC1=2)=[N+](C)C)C.F[P-](F)(F)(F)(F)F. (3) Given the product [CH3:22][C:23]1[CH:28]=[CH:27][C:26]([C:29]2[NH:33][N:32]=[N:31][N:30]=2)=[CH:25][C:24]=1[NH:34][C:19]([C:7]1[C:8](=[O:18])[NH:9][C:10]2[C:5]([CH:6]=1)=[CH:4][C:3]([O:2][CH3:1])=[C:12]([O:13][CH2:14][CH2:15][O:16][CH3:17])[CH:11]=2)=[O:21], predict the reactants needed to synthesize it. The reactants are: [CH3:1][O:2][C:3]1[CH:4]=[C:5]2[C:10](=[CH:11][C:12]=1[O:13][CH2:14][CH2:15][O:16][CH3:17])[NH:9][C:8](=[O:18])[C:7]([C:19]([OH:21])=O)=[CH:6]2.[CH3:22][C:23]1[CH:28]=[CH:27][C:26]([C:29]2[N:30]=[N:31][NH:32][N:33]=2)=[CH:25][C:24]=1[NH2:34]. (4) Given the product [CH:11]([C:6]1[C:7]([O:9][CH3:10])=[CH:8][C:3]([O:2][CH3:1])=[C:4]([C:14]2[N:15]([C:20]3[CH:21]=[C:22]4[C:26](=[CH:27][CH:28]=3)[N:25]([CH3:29])[CH:24]=[CH:23]4)[C:16]([NH:19][C:31]3[CH:32]=[C:33]4[C:38](=[CH:39][CH:40]=3)[N:37]=[CH:36][CH:35]=[CH:34]4)=[N:17][N:18]=2)[CH:5]=1)([CH3:13])[CH3:12], predict the reactants needed to synthesize it. The reactants are: [CH3:1][O:2][C:3]1[CH:8]=[C:7]([O:9][CH3:10])[C:6]([CH:11]([CH3:13])[CH3:12])=[CH:5][C:4]=1[C:14]1[N:15]([C:20]2[CH:21]=[C:22]3[C:26](=[CH:27][CH:28]=2)[N:25]([CH3:29])[CH:24]=[CH:23]3)[C:16]([NH2:19])=[N:17][N:18]=1.Br[C:31]1[CH:32]=[C:33]2[C:38](=[CH:39][CH:40]=1)[N:37]=[CH:36][CH:35]=[CH:34]2.C(=O)([O-])[O-].[Cs+].[Cs+].CC1(C)C2C(=C(P(C3C=CC=CC=3)C3C=CC=CC=3)C=CC=2)OC2C(P(C3C=CC=CC=3)C3C=CC=CC=3)=CC=CC1=2. (5) Given the product [N:1]1([CH2:7][CH2:8][C:9]2[CH:10]=[CH:11][C:12]([O:15][C:42]3[O:43][C:44]4[CH:50]=[CH:49][CH:48]=[CH:47][C:45]=4[N:46]=3)=[CH:13][CH:14]=2)[CH2:6][CH2:5][CH2:4][CH2:3][CH2:2]1, predict the reactants needed to synthesize it. The reactants are: [N:1]1([CH2:7][CH2:8][C:9]2[CH:14]=[CH:13][C:12]([OH:15])=[CH:11][CH:10]=2)[CH2:6][CH2:5][CH2:4][CH2:3][CH2:2]1.BrCCC1C=CC(O)=CC=1.N1CCCCC1.C(N(CC)C(C)C)(C)C.Cl[C:42]1[O:43][C:44]2[CH:50]=[CH:49][CH:48]=[CH:47][C:45]=2[N:46]=1.C([O-])([O-])=O.[Cs+].[Cs+].